Dataset: Catalyst prediction with 721,799 reactions and 888 catalyst types from USPTO. Task: Predict which catalyst facilitates the given reaction. (1) Reactant: [O:1]1[C:6]2[CH:7]=[CH:8][C:9]([CH2:11][N:12]([CH:20]3[CH2:25][CH2:24][N:23]([CH2:26][CH2:27][N:28]4[C:37]5[C:32](=[C:33]([O:38]CC6C=CC=CC=6)[CH:34]=[CH:35][CH:36]=5)[CH:31]=[CH:30][C:29]4=[O:46])[CH2:22][CH2:21]3)[C:13](=[O:19])[O:14][C:15]([CH3:18])([CH3:17])[CH3:16])=[CH:10][C:5]=2[O:4][CH2:3][CH2:2]1. Product: [O:1]1[C:6]2[CH:7]=[CH:8][C:9]([CH2:11][N:12]([CH:20]3[CH2:25][CH2:24][N:23]([CH2:26][CH2:27][N:28]4[C:37]5[C:32](=[C:33]([OH:38])[CH:34]=[CH:35][CH:36]=5)[CH:31]=[CH:30][C:29]4=[O:46])[CH2:22][CH2:21]3)[C:13](=[O:19])[O:14][C:15]([CH3:18])([CH3:17])[CH3:16])=[CH:10][C:5]=2[O:4][CH2:3][CH2:2]1. The catalyst class is: 43. (2) Reactant: C(=O)([O-])[O-].[K+].[K+].[CH2:7]([N:9]=[C:10]=[O:11])[CH3:8].[CH:12]1([C:15]2[NH:19][N:18]=[C:17]([O:20][C:21]3[C:26]([Cl:27])=[CH:25][C:24]([C:28]([F:31])([F:30])[F:29])=[CH:23][C:22]=3[Cl:32])[CH:16]=2)[CH2:14][CH2:13]1.Cl. Product: [CH2:7]([NH:9][C:10]([N:19]1[C:15]([CH:12]2[CH2:13][CH2:14]2)=[CH:16][C:17]([O:20][C:21]2[C:26]([Cl:27])=[CH:25][C:24]([C:28]([F:31])([F:29])[F:30])=[CH:23][C:22]=2[Cl:32])=[N:18]1)=[O:11])[CH3:8]. The catalyst class is: 13. (3) Reactant: [NH2:1][C:2]1[N:3]=[N:4][C:5]([Cl:8])=[CH:6][CH:7]=1.[CH3:9][OH:10].C[O-].[Na+].Cl.N. Product: [ClH:8].[NH2:1][C:2]1[N:3]=[N:4][C:5]([O:10][CH3:9])=[CH:6][CH:7]=1. The catalyst class is: 5.